This data is from Reaction yield outcomes from USPTO patents with 853,638 reactions. The task is: Predict the reaction yield, written as a fraction of the theoretical maximum amount of product (1.0 means a 100% yield; for example, 0.34 means a 34% yield). (1) The reactants are [C:1]([OH:10])(=[O:9])[C@@H:2]([C@H:4]([C:6]([OH:8])=O)[OH:5])[OH:3].[C:11](Cl)(=[O:15])[CH:12]([CH3:14])[CH3:13]. The catalyst is C1(C)C=CC=CC=1.CCOCC.CCCCCC. The product is [O:10]=[C:1]1[C@H:2]([O:3][C:11](=[O:15])[CH:12]([CH3:14])[CH3:13])[C@@H:4]([O:5][C:11](=[O:15])[CH:12]([CH3:14])[CH3:13])[C:6](=[O:8])[O:9]1. The yield is 0.710. (2) The reactants are [Cl:1][C:2]1[CH:11]=[C:10]([O:12][CH3:13])[C:9]([N:14]2[CH2:19][CH2:18][O:17][CH2:16][CH2:15]2)=[CH:8][C:3]=1[C:4](OC)=[O:5].[NH3:20]. No catalyst specified. The product is [Cl:1][C:2]1[CH:11]=[C:10]([O:12][CH3:13])[C:9]([N:14]2[CH2:19][CH2:18][O:17][CH2:16][CH2:15]2)=[CH:8][C:3]=1[C:4]([NH2:20])=[O:5]. The yield is 0.470. (3) The reactants are [C:1]([CH:6]=P(C1C=CC=CC=1)(C1C=CC=CC=1)C1C=CC=CC=1)([O:3]CC)=[O:2].[F:26][C:27]([F:43])([F:42])[C:28]([NH:30][C:31]1[CH:36]=[C:35]([F:37])[CH:34]=[CH:33][C:32]=1[O:38][CH2:39][CH2:40][CH3:41])=O. The catalyst is C1(C)C=CC=CC=1. The product is [F:26][C:27]([F:43])([F:42])[C:28]([NH:30][C:31]1[CH:36]=[C:35]([F:37])[CH:34]=[CH:33][C:32]=1[O:38][CH2:39][CH2:40][CH3:41])=[CH:6][C:1]([OH:3])=[O:2]. The yield is 0.990. (4) The reactants are [C:1]([C:5]1[CH:10]=[CH:9][C:8]([C:11](=O)[CH2:12][CH2:13][CH2:14][Cl:15])=[CH:7][CH:6]=1)([CH3:4])([CH3:3])[CH3:2].C([SiH](CC)CC)C.C(O)(C(F)(F)F)=O. No catalyst specified. The product is [C:1]([C:5]1[CH:6]=[CH:7][C:8]([CH2:11][CH2:12][CH2:13][CH2:14][Cl:15])=[CH:9][CH:10]=1)([CH3:4])([CH3:2])[CH3:3]. The yield is 0.619.